This data is from Full USPTO retrosynthesis dataset with 1.9M reactions from patents (1976-2016). The task is: Predict the reactants needed to synthesize the given product. (1) Given the product [NH2:23][C@H:18]1[C@H:19]([F:22])[CH2:20][O:21][C@H:15]([C:14]2[N:13]([CH3:31])[N:12]=[CH:11][C:10]=2[NH:9][C:7]([C:5]2[N:6]=[C:2]([C:34]3[C:35]([F:39])=[CH:36][CH:37]=[CH:38][C:33]=3[Cl:32])[S:3][CH:4]=2)=[O:8])[CH2:16][CH2:17]1, predict the reactants needed to synthesize it. The reactants are: Br[C:2]1[S:3][CH:4]=[C:5]([C:7]([NH:9][C:10]2[CH:11]=[N:12][N:13]([CH3:31])[C:14]=2[C@H:15]2[O:21][CH2:20][C@@H:19]([F:22])[C@H:18]([NH:23]C(=O)OC(C)(C)C)[CH2:17][CH2:16]2)=[O:8])[N:6]=1.[Cl:32][C:33]1[CH:38]=[CH:37][CH:36]=[C:35]([F:39])[C:34]=1B(O)O. (2) Given the product [C:20]([C:22]1[CH:23]=[CH:24][C:25]([C:26]([NH:28][NH:29][C:14](=[O:16])[C@H:13]([NH:12][C:6]2[C:7]3[CH:11]=[CH:10][S:9][C:8]=3[C:3]([C:1]#[N:2])=[CH:4][CH:5]=2)[C@@H:17]([OH:19])[CH3:18])=[O:27])=[CH:30][CH:31]=1)#[N:21], predict the reactants needed to synthesize it. The reactants are: [C:1]([C:3]1[C:8]2[S:9][CH:10]=[CH:11][C:7]=2[C:6]([NH:12][C@H:13]([C@@H:17]([OH:19])[CH3:18])[C:14]([OH:16])=O)=[CH:5][CH:4]=1)#[N:2].[C:20]([C:22]1[CH:31]=[CH:30][C:25]([C:26]([NH:28][NH2:29])=[O:27])=[CH:24][CH:23]=1)#[N:21].C1C=CC2N(O)N=NC=2C=1.C(Cl)CCl.CCN(CC)CC. (3) Given the product [Cl:8][C:4]1[N:3]=[C:2]([NH:16][CH2:15][C:14]2[CH:17]=[CH:18][C:11]([O:10][CH3:9])=[CH:12][CH:13]=2)[CH:7]=[N:6][CH:5]=1, predict the reactants needed to synthesize it. The reactants are: Cl[C:2]1[CH:7]=[N:6][CH:5]=[C:4]([Cl:8])[N:3]=1.[CH3:9][O:10][C:11]1[CH:18]=[CH:17][C:14]([CH2:15][NH2:16])=[CH:13][CH:12]=1.C([O-])([O-])=O.[K+].[K+]. (4) Given the product [Cl:1][C:2]1[CH:3]=[CH:4][C:5]([S:9][CH2:10][C:11]2[CH:16]=[CH:15][C:14]([N+:17]([O-:19])=[O:18])=[CH:13][CH:12]=2)=[C:6]([NH:7][S:29]([C:21]2[O:20][C:24]3[CH:25]=[CH:26][CH:27]=[CH:28][C:23]=3[CH:22]=2)(=[O:30])=[O:31])[CH:8]=1, predict the reactants needed to synthesize it. The reactants are: [Cl:1][C:2]1[CH:3]=[CH:4][C:5]([S:9][CH2:10][C:11]2[CH:16]=[CH:15][C:14]([N+:17]([O-:19])=[O:18])=[CH:13][CH:12]=2)=[C:6]([CH:8]=1)[NH2:7].[O:20]1[C:24]2[CH:25]=[CH:26][CH:27]=[CH:28][C:23]=2[CH:22]=[C:21]1[S:29](Cl)(=[O:31])=[O:30]. (5) Given the product [Br:1][C:2]1[CH:11]=[C:10]2[C:5]([C:6](=[O:17])[N:7]3[CH2:15][C:14]([OH:16])([CH3:18])[CH2:13][CH2:12][C:8]3=[N:9]2)=[CH:4][CH:3]=1, predict the reactants needed to synthesize it. The reactants are: [Br:1][C:2]1[CH:11]=[C:10]2[C:5]([C:6](=[O:17])[N:7]3[CH2:15][C:14](=[O:16])[CH2:13][CH2:12][C:8]3=[N:9]2)=[CH:4][CH:3]=1.[CH3:18][Mg+].[Br-]. (6) Given the product [O:35]1[CH2:40][CH2:39][N:38]([C:41]2[C:46]([NH:47][C:55]3[C:64]4[C:59](=[CH:60][C:61]([F:66])=[CH:62][C:63]=4[F:65])[N:58]=[C:57]([C:67]4[CH:68]=[N:69][CH:70]=[CH:71][C:72]=4[CH3:73])[C:56]=3[CH3:74])=[CH:45][C:44]([N:48]3[CH2:49][CH2:50][O:51][CH2:52][CH2:53]3)=[CH:43][N:42]=2)[CH2:37][CH2:36]1, predict the reactants needed to synthesize it. The reactants are: C1(P(C2CCCCC2)C2C=CC=CC=2C2C(C(C)C)=CC(C(C)C)=CC=2C(C)C)CCCCC1.[O:35]1[CH2:40][CH2:39][N:38]([C:41]2[C:46]([NH2:47])=[CH:45][C:44]([N:48]3[CH2:53][CH2:52][O:51][CH2:50][CH2:49]3)=[CH:43][N:42]=2)[CH2:37][CH2:36]1.Cl[C:55]1[C:64]2[C:59](=[CH:60][C:61]([F:66])=[CH:62][C:63]=2[F:65])[N:58]=[C:57]([C:67]2[CH:68]=[N:69][CH:70]=[CH:71][C:72]=2[CH3:73])[C:56]=1[CH3:74].CC(C)([O-])C.[Na+]. (7) Given the product [OH:1][CH2:2][CH2:3][CH2:4][C@@:5]1([C:29]2[CH:34]=[CH:33][CH:32]=[CH:31][CH:30]=2)[O:10][C:9](=[O:11])[N:8]([C@H:12]([C:14]2[CH:19]=[CH:18][C:17]([C:36]3[N:41]([CH3:42])[C:40](=[O:43])[CH:39]=[CH:38][CH:37]=3)=[CH:16][CH:15]=2)[CH3:13])[CH2:7][CH2:6]1, predict the reactants needed to synthesize it. The reactants are: [OH:1][CH2:2][CH2:3][CH2:4][C@@:5]1([C:29]2[CH:34]=[CH:33][CH:32]=[CH:31][CH:30]=2)[O:10][C:9](=[O:11])[N:8]([C@H:12]([C:14]2[CH:19]=[CH:18][C:17](B3OC(C)(C)C(C)(C)O3)=[CH:16][CH:15]=2)[CH3:13])[CH2:7][CH2:6]1.Br[C:36]1[N:41]([CH3:42])[C:40](=[O:43])[CH:39]=[CH:38][CH:37]=1. (8) Given the product [C:22]([O:25][CH2:26][CH2:27][CH2:28][N:13]1[C:14]2[CH:19]=[CH:18][N:17]=[C:16]([NH2:20])[C:15]=2[N:21]=[C:12]1[S:11][C:3]1[C:2]([Br:1])=[CH:10][C:6]2[O:7][CH2:8][O:9][C:5]=2[CH:4]=1)(=[O:24])[CH3:23], predict the reactants needed to synthesize it. The reactants are: [Br:1][C:2]1[C:3]([S:11][C:12]2[NH:13][C:14]3[CH:19]=[CH:18][N:17]=[C:16]([NH2:20])[C:15]=3[N:21]=2)=[CH:4][C:5]2[O:9][CH2:8][O:7][C:6]=2[CH:10]=1.[C:22]([O:25][CH2:26][CH2:27][CH2:28]Br)(=[O:24])[CH3:23].C([O-])([O-])=O.[Cs+].[Cs+].